From a dataset of Full USPTO retrosynthesis dataset with 1.9M reactions from patents (1976-2016). Predict the reactants needed to synthesize the given product. (1) The reactants are: [CH3:1][C:2]1[N:7]=[CH:6][C:5]([N:8]2[CH:12]=[C:11]([C:13]3[CH:18]=[CH:17][CH:16]=[CH:15][N:14]=3)[N:10]=[C:9]2[C:19]2[CH:24]=[CH:23][C:22]([NH:25][C:26]3[C:31]([N+:32]([O-])=O)=[CH:30][CH:29]=[CH:28][N:27]=3)=[CH:21][CH:20]=2)=[CH:4][CH:3]=1.[H][H]. Given the product [CH3:1][C:2]1[N:7]=[CH:6][C:5]([N:8]2[CH:12]=[C:11]([C:13]3[CH:18]=[CH:17][CH:16]=[CH:15][N:14]=3)[N:10]=[C:9]2[C:19]2[CH:20]=[CH:21][C:22]([NH:25][C:26]3[C:31]([NH2:32])=[CH:30][CH:29]=[CH:28][N:27]=3)=[CH:23][CH:24]=2)=[CH:4][CH:3]=1, predict the reactants needed to synthesize it. (2) Given the product [CH2:17]([O:16][C:14](=[O:15])[CH2:13][N:3]1[CH:4]=[CH:5][CH:6]=[C:7]([C:8]([F:9])([F:11])[F:10])[C:2]1=[O:1])[CH3:18], predict the reactants needed to synthesize it. The reactants are: [OH:1][C:2]1[C:7]([C:8]([F:11])([F:10])[F:9])=[CH:6][CH:5]=[CH:4][N:3]=1.Br[CH2:13][C:14]([O:16][CH2:17][CH3:18])=[O:15].C(=O)([O-])[O-].[K+].[K+]. (3) The reactants are: [O:1]=[C:2]1[C:10]2[CH2:9][CH2:8][CH2:7][CH2:6][C:5]=2[N:4]([CH2:11][C:12]([O:14][C:15]([CH3:18])([CH3:17])[CH3:16])=[O:13])[NH:3]1.Cl.Cl[CH2:21][C:22]1[N:27]=[CH:26][CH:25]=[CH:24][N:23]=1.C([O-])([O-])=O.[Cs+].[Cs+].N#N. Given the product [N:23]1[CH:24]=[CH:25][CH:26]=[N:27][C:22]=1[CH2:21][O:1][C:2]1[C:10]2[CH2:9][CH2:8][CH2:7][CH2:6][C:5]=2[N:4]([CH2:11][C:12]([O:14][C:15]([CH3:18])([CH3:17])[CH3:16])=[O:13])[N:3]=1, predict the reactants needed to synthesize it.